Dataset: Forward reaction prediction with 1.9M reactions from USPTO patents (1976-2016). Task: Predict the product of the given reaction. (1) Given the reactants O[C:2]1[C:11]2[C:6](=[N:7][C:8]([CH3:12])=[CH:9][CH:10]=2)[N:5]([C:13]2[CH:18]=[CH:17][CH:16]=[CH:15][CH:14]=2)[C:4](=[O:19])[C:3]=1[C:20](=O)[CH2:21][C:22]1[CH:27]=[CH:26][CH:25]=[CH:24][CH:23]=1.O.[NH2:30][NH2:31].C(=O)([O-])O.[Na+], predict the reaction product. The product is: [CH2:21]([C:20]1[C:3]2[C:4](=[O:19])[N:5]([C:13]3[CH:18]=[CH:17][CH:16]=[CH:15][CH:14]=3)[C:6]3[N:7]=[C:8]([CH3:12])[CH:9]=[CH:10][C:11]=3[C:2]=2[NH:31][N:30]=1)[C:22]1[CH:27]=[CH:26][CH:25]=[CH:24][CH:23]=1. (2) Given the reactants [CH3:1][O:2][CH2:3][C:4]1[CH:5]=[N:6][NH:7][CH:8]=1.Br[C:10]1[CH:11]=[C:12]2[C:20](=[CH:21][CH:22]=1)[O:19][C:18]1([CH2:25][CH2:24][CH2:23]1)[C:14]1([CH2:17][O:16][CH2:15]1)[C:13]2=[O:26].CN[C@@H]1CCCC[C@H]1NC.C([O-])([O-])=O.[K+].[K+], predict the reaction product. The product is: [CH3:1][O:2][CH2:3][C:4]1[CH:5]=[N:6][N:7]([C:10]2[CH:11]=[C:12]3[C:20](=[CH:21][CH:22]=2)[O:19][C:18]2([CH2:25][CH2:24][CH2:23]2)[C:14]2([CH2:17][O:16][CH2:15]2)[C:13]3=[O:26])[CH:8]=1. (3) The product is: [F:20][C:14]1[CH:15]=[C:16]([OH:19])[CH:17]=[CH:18][C:13]=1[N:12]1[C:10]([CH3:11])=[N:23][N:22]=[N:21]1. Given the reactants C(OC(O[CH2:10][CH3:11])(OCC)C)C.[NH2:12][C:13]1[CH:18]=[CH:17][C:16]([OH:19])=[CH:15][C:14]=1[F:20].[N-:21]=[N+:22]=[N-:23].[Na+], predict the reaction product. (4) Given the reactants [C:1]([OH:8])(=[O:7])/[CH:2]=[CH:3]/[C:4]([OH:6])=[O:5].C1(C)C=CC=CC=1.[CH:16]1[CH:17]=[CH:18][C:19]2[S:30][C:29]3[CH:28]=[CH:27][CH:26]=[CH:25][C:24]=3[N:23]=[C:22]([N:31]3[CH2:36][CH2:35][N:34]([CH2:37][CH2:38][O:39][CH2:40][CH2:41][OH:42])[CH2:33][CH2:32]3)[C:20]=2[CH:21]=1, predict the reaction product. The product is: [CH2:33]1[N:34]([CH2:37][CH2:38][O:39][CH2:40][CH2:41][OH:42])[CH2:35][CH2:36][N:31]([C:22]2[C:20]3[C:19](=[CH:18][CH:17]=[CH:16][CH:21]=3)[S:30][C:29]3[C:24](=[CH:25][CH:26]=[CH:27][CH:28]=3)[N:23]=2)[CH2:32]1.[CH2:33]1[N:34]([CH2:37][CH2:38][O:39][CH2:40][CH2:41][OH:42])[CH2:35][CH2:36][N:31]([C:22]2[C:20]3[C:19](=[CH:18][CH:17]=[CH:16][CH:21]=3)[S:30][C:29]3[C:24](=[CH:25][CH:26]=[CH:27][CH:28]=3)[N:23]=2)[CH2:32]1.[CH:2](/[C:1]([OH:8])=[O:7])=[CH:3]\[C:4]([OH:6])=[O:5]. (5) The product is: [F:1][C:2]1[CH:7]=[CH:6][C:5]([N:8]2[CH2:17][CH2:16][C:15]3[C:10](=[CH:11][CH:12]=[C:13]([O:18][CH2:19][C:20]4[CH:25]=[CH:24][CH:23]=[CH:22][CH:21]=4)[CH:14]=3)[CH:9]2[CH2:26][C:27]2[CH:32]=[CH:31][C:30](/[CH:33]=[CH:34]/[C:35]([NH:41][CH2:40][CH2:38][OH:39])=[O:37])=[CH:29][CH:28]=2)=[CH:4][CH:3]=1. Given the reactants [F:1][C:2]1[CH:7]=[CH:6][C:5]([N:8]2[CH2:17][CH2:16][C:15]3[C:10](=[CH:11][CH:12]=[C:13]([O:18][CH2:19][C:20]4[CH:25]=[CH:24][CH:23]=[CH:22][CH:21]=4)[CH:14]=3)[CH:9]2[CH2:26][C:27]2[CH:32]=[CH:31][C:30](/[CH:33]=[CH:34]/[C:35]([OH:37])=O)=[CH:29][CH:28]=2)=[CH:4][CH:3]=1.[CH2:38]([CH2:40][NH2:41])[OH:39], predict the reaction product. (6) Given the reactants [CH:1]1([O:11][C:12]2[CH:19]=[CH:18][C:15]([CH:16]=O)=[CH:14][CH:13]=2)[C:10]2[C:5](=[CH:6][CH:7]=[CH:8][CH:9]=2)[CH2:4][CH2:3][CH2:2]1.[C:20]1([N:26]2[C:30]3([CH2:35][CH2:34][NH:33][CH2:32][CH2:31]3)[C:29](=[O:36])[NH:28][CH2:27]2)[CH:25]=[CH:24][CH:23]=[CH:22][CH:21]=1.C(O[BH-](OC(=O)C)OC(=O)C)(=O)C.[Na+], predict the reaction product. The product is: [C:20]1([N:26]2[C:30]3([CH2:31][CH2:32][N:33]([CH2:16][C:15]4[CH:18]=[CH:19][C:12]([O:11][CH:1]5[C:10]6[C:5](=[CH:6][CH:7]=[CH:8][CH:9]=6)[CH2:4][CH2:3][CH2:2]5)=[CH:13][CH:14]=4)[CH2:34][CH2:35]3)[C:29](=[O:36])[NH:28][CH2:27]2)[CH:21]=[CH:22][CH:23]=[CH:24][CH:25]=1. (7) Given the reactants O[CH2:2][CH2:3][S:4]([C:7]1[CH:12]=[CH:11][C:10]([C:13]2[N:14]=[C:15]([NH:18][C:19](=[O:21])[CH3:20])[S:16][CH:17]=2)=[CH:9][CH:8]=1)(=[O:6])=[O:5].CC[N:24](CC)CC.C(Cl)Cl.CS(Cl)(=O)=O, predict the reaction product. The product is: [NH2:24][CH2:2][CH2:3][S:4]([C:7]1[CH:12]=[CH:11][C:10]([C:13]2[N:14]=[C:15]([NH:18][C:19](=[O:21])[CH3:20])[S:16][CH:17]=2)=[CH:9][CH:8]=1)(=[O:6])=[O:5].